From a dataset of Experimentally validated miRNA-target interactions with 360,000+ pairs, plus equal number of negative samples. Binary Classification. Given a miRNA mature sequence and a target amino acid sequence, predict their likelihood of interaction. (1) The miRNA is hsa-miR-1321 with sequence CAGGGAGGUGAAUGUGAU. The protein sequence of the target gene is MLCRAACSTGRRLGPVAGAAGSRHKHSLPDLPYDYGALEPHINAQIMQLHHSKHHAAYVNNLNATEEKYHEALAKGDVTTQVALQPALKFNGGGHINHTIFWTNLSPKGGGEPKGELLEAIKRDFGSFEKFKEKLTAVSVGVQGSGWGWLGFNKEQGRLQIAACSNQDPLQGTTGLIPLLGIDVWEHAYYLQYKNVRPDYLKAIWNVINWENVTERYTACKK. Result: 0 (no interaction). (2) The protein sequence of the target gene is MACILKRKPVLVVSFIALCILLLAMRLVNDATFPLLLNCFGQPKTKWIPLPYTFRQPLRTHYGYINVRTQEPLQLNCNHCAIVSNSGQMVGQKVGEEIDHASCIWRMNNAPTKGFEEDVGYMTMVRVVSHTSVPLLLKNPDYFFKEASRTIYVIWGPFRNMRKDGNGIVYNMLKKTVDAYPDAQIYVTTEQQMTHCDRVFKDETGKDRVQSGSYLSTGWFTFILAMDACYSIHVYGMINETYCKTEGYRKVPYHYYEQGKDECNEYLLHEHAPYGGHRFITEKKVFAKWAKKHRIVFTHP.... The miRNA is mmu-miR-449b with sequence AGGCAGUGUUGUUAGCUGGC. Result: 1 (interaction). (3) The miRNA is mmu-miR-615-3p with sequence UCCGAGCCUGGGUCUCCCUCUU. The protein sequence of the target gene is MSPLKIHGPIRIRSMQTGITKWKEGSFEIVEKENKVSLVVHYNTGGIPRIFQLSHNIKNVVLRPSGAKQSRLMLTLQDNSFLSIDKVPSKDAEEMRLFLDAVHQNRLPAAMKPSQGSGSFGAILGSRTSQKETSRQLSYSDNQASAKRGSLETKDDIPFRKVLGNPGRGSIKTVAGSGIARTIPSLTSTSTPLRSGLLENRTEKRKRMISTGSELNEDYPKENDSSSNNKAMTDPSRKYLTSSREKQLSLKQSEENRTSGLLPLQSSSFYGSRAGSKEHSSGGTNLDRTNVSSQTPSAKR.... Result: 0 (no interaction). (4) The miRNA is mmu-miR-539-5p with sequence GGAGAAAUUAUCCUUGGUGUGU. Result: 0 (no interaction). The protein sequence of the target gene is MASGVGAACEELPPDGTCDECEPDEAPGAEEVCRDCGFCYCRRHADAHRQKFLSHRLAAYVHGAQAWTPPASGGDDALPEDAEAKGEAEGEVESEVGEEESETEVDSESEEESETEEDSEDESDEESEEDSEEEMEDEQESEAEEDNQEEGESEAEGETEAESEFDPEIEMEAERVAKRKCPDHGLDLSTYCQEDRQLICVLCPVIGAHRGHQLSTLDEAFEELRSKDSGGLKAAMIELVERLKFKSSDPKVTRDQMKIFIQQEFKKVQKVIADEEQKALHLVDIQEAMATAHVTEILAD.... (5) The miRNA is cel-miR-1020-3p with sequence AUUAUUCUGUGACACUUUCAG. The protein sequence of the target gene is MASSAREHLLFVRRRNPQMRYTLSPENLQSLAAQSSMPENMTLQRANSDTDLVTSESRSSLTASMYEYTLGQAQNLIIFWDIKEEVDPSDWIGLYHIDENSPANFWDSKNRGVTGTQKGQIVWRIEPGPYFMEPEIKICFKYYHGISGALRATTPCITVKNPAVMMGAEGMEGGASGNLHSRKLVSFTLSDLRAVGLKKGMFFNPDPYLKMSIQPGKKSSFPTCAHHGQERRSTIISNTTNPIWHREKYSFFALLTDVLEIEIKDKFAKSRPIIKRFLGKLTIPVQRLLERQAIGDQMLS.... Result: 0 (no interaction). (6) The miRNA is hsa-miR-2116-3p with sequence CCUCCCAUGCCAAGAACUCCC. The protein sequence of the target gene is MPGARDALCHQALQLLAELCARGALEHDSCQDFIYHLRDRARPRLRDPDISVSLLTLVVTACGLALFGVSLFVSWKLCWVPWRERGLFSGSKDNNQEPLNYTDTETNEQENSEDFLDPPTPCPDSSMKISHTSPDIPLSTQPGGQENCAHAVRVQRQVTEPTPSARHNSIRRQLNLSNPDFNIQQLQRQEQLTGIGRIKPELYKQRSLDNDDGRRSNSKACGKLNFILKYDCDLEQLIVKIHKAVNLPAKDFSGTSDPYVKIYLLPDRKTKHQTKVHRKTLNPVFDEVFLFPVHYNDLEA.... Result: 0 (no interaction). (7) The miRNA is mmu-miR-467c-5p with sequence UAAGUGCGUGCAUGUAUAUGUG. The protein sequence of the target gene is MAAGGRMEDGSLDITQSIEDDPLLDAQLLPHHSLQAHFRPRFHPLPTVIIVNLLWFIHLVFVVLAFLTGVLCSYPNPNEDKCPGNYTNPLKVQTVIILGKVILWILHLLLECYIQYHHSKIRNRGYNLIYRSTRHLKRLALMIQSSGNTVLLLILCMQHSFPEPGRLYLDLILAILALELICSLICLLIYTVKIRRFNKAKPEPDILEEEKIYAYPSNITSETGFRTISSLEEIVEKQGDTIEYLKRHNALLSKRLLALTSSDLGCQPSRT. Result: 0 (no interaction). (8) The miRNA is hsa-miR-548an with sequence AAAAGGCAUUGUGGUUUUUG. The protein sequence of the target gene is MGAGASAEEKHSRELEKKLKEDAEKDARTVKLLLLGAGESGKSTIVKQMKIIHQDGYSLEECLEFIAIIYGNTLQSILAIVRAMTTLNIQYGDSARQDDARKLMHMADTIEEGTMPKEMSDIIQRLWKDSGIQACFERASEYQLNDSAGYYLSDLERLVTPGYVPTEQDVLRSRVKTTGIIETQFSFKDLNFRMFDVGGQRSERKKWIHCFEGVTCIIFIAALSAYDMVLVEDDEVNRMHESLHLFNSICNHRYFATTSIVLFLNKKDVFFEKIKKAHLSICFPDYDGPNTYEDAGNYIK.... Result: 1 (interaction). (9) The miRNA is mmu-miR-883a-5p with sequence UGCUGAGAGAAGUAGCAGUUAC. The protein sequence of the target gene is MAALGHLAGEAAAAPGPGTPCASRGARLPGPVSSARNPSTVCLCPEQPTCSNADSRAHPLGDEGGTASKKQKNKKKTRNRASVANGGEKASEKLAPEEVPLSAEAQAQQLAQELAWCVEQLELGLKRQKPTPKQKEQAIGAIRTLRSKRTPLPRKRQLMHSLFGDYRAQMEAEWREALRALRAAAYSAQVQPVDGATRKKSQRVCRPRSIWRAKATLDMPDEEFRFNFF. Result: 0 (no interaction). (10) The protein sequence of the target gene is MFAPAVMRAFRKNKTLGYGVPMLLLIVGGSFGLREFSQIRYDAVKSKMDPELEKKLKENKISLESEYEKIKDSKFDDWKNIRGPRPWEDPDLLQGRNPESLKTKTT. The miRNA is hsa-miR-4313 with sequence AGCCCCCUGGCCCCAAACCC. Result: 0 (no interaction).